This data is from Full USPTO retrosynthesis dataset with 1.9M reactions from patents (1976-2016). The task is: Predict the reactants needed to synthesize the given product. (1) Given the product [C:1]([C:4]1[C:9]([O:10][CH2:11][CH2:12][NH:13][C:14](=[O:20])[O:15][C:16]([CH3:19])([CH3:18])[CH3:17])=[C:8]([CH:25]=[CH2:26])[C:7]([C:22]#[N:23])=[C:6]([Cl:24])[CH:5]=1)(=[O:3])[CH3:2], predict the reactants needed to synthesize it. The reactants are: [C:1]([C:4]1[C:9]([O:10][CH2:11][CH2:12][NH:13][C:14](=[O:20])[O:15][C:16]([CH3:19])([CH3:18])[CH3:17])=[C:8](I)[C:7]([C:22]#[N:23])=[C:6]([Cl:24])[CH:5]=1)(=[O:3])[CH3:2].[CH3:25][C:26]1(C)C(C)(C)OB(C=C)O1.ClCCl.C(=O)([O-])[O-].[K+].[K+]. (2) Given the product [NH:23]1[CH:22]=[C:21]([C:2]2[N:3]=[N+:4]([O-:12])[C:5]3[CH:11]=[CH:10][CH:9]=[CH:8][C:6]=3[N:7]=2)[CH:25]=[N:24]1, predict the reactants needed to synthesize it. The reactants are: Cl[C:2]1[N:3]=[N+:4]([O-:12])[C:5]2[CH:11]=[CH:10][CH:9]=[CH:8][C:6]=2[N:7]=1.CC1(C)C(C)(C)OB([C:21]2[CH:22]=[N:23][NH:24][CH:25]=2)O1.O. (3) Given the product [CH2:19]([O:21][C:22](=[O:44])[C@@H:23]([CH3:43])[CH2:24][CH:25]([NH:40][C:41]([NH:1][CH2:2][C:3]([O:5][C:6]([CH3:9])([CH3:8])[CH3:7])=[O:4])=[O:42])[CH2:26][C:27]1[CH:32]=[CH:31][C:30]([C:33]2[CH:38]=[CH:37][CH:36]=[C:35]([Cl:39])[CH:34]=2)=[CH:29][CH:28]=1)[CH3:20], predict the reactants needed to synthesize it. The reactants are: [NH2:1][CH2:2][C:3]([O:5][C:6]([CH3:9])([CH3:8])[CH3:7])=[O:4].CCN(C(C)C)C(C)C.[CH2:19]([O:21][C:22](=[O:44])[C@@H:23]([CH3:43])[CH2:24][CH:25]([N:40]=[C:41]=[O:42])[CH2:26][C:27]1[CH:32]=[CH:31][C:30]([C:33]2[CH:38]=[CH:37][CH:36]=[C:35]([Cl:39])[CH:34]=2)=[CH:29][CH:28]=1)[CH3:20]. (4) Given the product [CH2:9]([O:8][C:7]1[C:2]([NH2:1])=[N:3][CH:4]=[C:5]([Br:16])[CH:6]=1)[C:10]1[CH:11]=[CH:12][CH:13]=[CH:14][CH:15]=1, predict the reactants needed to synthesize it. The reactants are: [NH2:1][C:2]1[C:7]([O:8][CH2:9][C:10]2[CH:15]=[CH:14][CH:13]=[CH:12][CH:11]=2)=[CH:6][CH:5]=[CH:4][N:3]=1.[Br:16]N1C(=O)CCC1=O. (5) The reactants are: [C:1]([O:5][C:6]([N:8]1[CH2:13][CH2:12][N:11]([C:14]2[S:15][C:16]([C:32]([O:34]CC)=[O:33])=[C:17]([C:19]3[CH:24]=[CH:23][C:22]([O:25][C:26]4[CH:31]=[CH:30][CH:29]=[CH:28][CH:27]=4)=[CH:21][CH:20]=3)[N:18]=2)[CH2:10][CH2:9]1)=[O:7])([CH3:4])([CH3:3])[CH3:2].O.CO.[OH-].[Li+]. Given the product [C:1]([O:5][C:6]([N:8]1[CH2:9][CH2:10][N:11]([C:14]2[S:15][C:16]([C:32]([OH:34])=[O:33])=[C:17]([C:19]3[CH:24]=[CH:23][C:22]([O:25][C:26]4[CH:31]=[CH:30][CH:29]=[CH:28][CH:27]=4)=[CH:21][CH:20]=3)[N:18]=2)[CH2:12][CH2:13]1)=[O:7])([CH3:4])([CH3:2])[CH3:3], predict the reactants needed to synthesize it. (6) Given the product [F:14][C:11]1[CH:12]=[CH:13][C:8]2[N:7]=[C:18]([C:20]3[CH:25]=[CH:24][CH:23]=[C:22]([C:26]4[CH:27]=[N:28][C:29]([CH3:32])=[CH:30][CH:31]=4)[CH:21]=3)[CH2:17][C:16](=[O:33])[NH:15][C:9]=2[CH:10]=1, predict the reactants needed to synthesize it. The reactants are: C(OC(=O)[NH:7][C:8]1[CH:13]=[CH:12][C:11]([F:14])=[CH:10][C:9]=1[NH:15][C:16](=[O:33])[CH2:17][C:18]([C:20]1[CH:25]=[CH:24][CH:23]=[C:22]([C:26]2[CH:27]=[N:28][C:29]([CH3:32])=[CH:30][CH:31]=2)[CH:21]=1)=O)(C)(C)C.C(O)(C(F)(F)F)=O. (7) The reactants are: [CH3:1][O:2][C:3]1[C:23]([O:24][CH3:25])=[C:22]([O:26][CH3:27])[CH:21]=[CH:20][C:4]=1[CH2:5][CH:6]1[C:15]2[C:10](=[CH:11][C:12]([O:18][CH3:19])=[C:13]([O:16][CH3:17])[CH:14]=2)[CH2:9][CH2:8][NH:7]1.Br[CH2:29][C:30](Br)=[O:31].[C:33]1([CH2:39][CH2:40][NH2:41])[CH:38]=[CH:37][CH:36]=[CH:35][CH:34]=1. Given the product [CH3:1][O:2][C:3]1[C:23]([O:24][CH3:25])=[C:22]([O:26][CH3:27])[CH:21]=[CH:20][C:4]=1[CH2:5][CH:6]1[C:15]2[C:10](=[CH:11][C:12]([O:18][CH3:19])=[C:13]([O:16][CH3:17])[CH:14]=2)[CH2:9][CH2:8][N:7]1[CH2:29][C:30]([NH:41][CH2:40][CH2:39][C:33]1[CH:38]=[CH:37][CH:36]=[CH:35][CH:34]=1)=[O:31], predict the reactants needed to synthesize it.